This data is from Full USPTO retrosynthesis dataset with 1.9M reactions from patents (1976-2016). The task is: Predict the reactants needed to synthesize the given product. Given the product [OH:2][CH2:3][CH2:5][N:6]1[C:14]2[C:9](=[N:10][CH:11]=[N:12][C:13]=2[NH2:15])[N:8]=[CH:7]1, predict the reactants needed to synthesize it. The reactants are: C[O:2][C:3]([CH2:5][N:6]1[C:14]2[C:9](=[N:10][CH:11]=[N:12][C:13]=2[NH2:15])[N:8]=[CH:7]1)=O.O.[BH4-].[Na+].Cl.